From a dataset of Catalyst prediction with 721,799 reactions and 888 catalyst types from USPTO. Predict which catalyst facilitates the given reaction. (1) Reactant: [F:1][C:2]([F:26])([F:25])[C:3]1[CH:20]=[C:19]([C:21]([F:24])([F:23])[F:22])[CH:18]=[CH:17][C:4]=1[CH2:5][N:6]1[CH2:13][CH:12]2[CH2:14][CH:8]([CH2:9][CH:10]([CH:15]=O)[CH2:11]2)[CH2:7]1.[CH2:27]([NH:30][C:31]1[CH2:35][S:34][C:33](=[O:36])[N:32]=1)[C:28]#[CH:29].C([O-])(=O)C.[NH2+]1CCCCC1.C(=O)([O-])O.[Na+]. Product: [F:26][C:2]([F:1])([F:25])[C:3]1[CH:20]=[C:19]([C:21]([F:24])([F:23])[F:22])[CH:18]=[CH:17][C:4]=1[CH2:5][N:6]1[CH2:7][CH:8]2[CH2:14][CH:12]([CH2:11][CH:10](/[CH:15]=[C:35]3/[C:31]([NH:30][CH2:27][C:28]#[CH:29])=[N:32][C:33](=[O:36])[S:34]/3)[CH2:9]2)[CH2:13]1. The catalyst class is: 41. (2) Reactant: [BrH:1].[Cl:2][C:3]1[S:7][C:6]([C:8]([NH:10][CH2:11][C@H:12]([OH:15])[CH2:13]O)=[O:9])=[CH:5][CH:4]=1.C(OC(=O)C)(=O)C.CO. Product: [Br:1][CH2:13][C@@H:12]([OH:15])[CH2:11][NH:10][C:8]([C:6]1[S:7][C:3]([Cl:2])=[CH:4][CH:5]=1)=[O:9]. The catalyst class is: 15. (3) Reactant: [CH2:1]([O:5][CH2:6][CH:7]1[CH2:12][CH2:11][N:10]([S:13]([CH2:16][CH:17]([NH:19][OH:20])[CH3:18])(=[O:15])=[O:14])[CH2:9][CH2:8]1)[C:2]#[C:3][CH3:4].[C:21](OC(=O)C)(=[O:23])C.C(O)=O. Product: [CH2:1]([O:5][CH2:6][CH:7]1[CH2:8][CH2:9][N:10]([S:13]([CH2:16][CH:17]([N:19]([OH:20])[CH:21]=[O:23])[CH3:18])(=[O:15])=[O:14])[CH2:11][CH2:12]1)[C:2]#[C:3][CH3:4]. The catalyst class is: 1. (4) Reactant: BrB(Br)Br.[F:5][C:6]1[CH:7]=[C:8]([C:15]2([C:18]([O:20][CH3:21])=[O:19])[CH2:17][CH2:16]2)[CH:9]=[C:10]([F:14])[C:11]=1[O:12]C.CO. Product: [F:5][C:6]1[CH:7]=[C:8]([C:15]2([C:18]([O:20][CH3:21])=[O:19])[CH2:16][CH2:17]2)[CH:9]=[C:10]([F:14])[C:11]=1[OH:12]. The catalyst class is: 4. (5) Reactant: [OH:1][C:2]1[CH:3]=[C:4]([CH:7]=[CH:8][C:9]=1[O:10][CH3:11])[CH2:5][OH:6].[CH2:12](Br)[CH:13]=[CH2:14].C(=O)([O-])[O-].[K+].[K+]. Product: [CH2:14]([O:1][C:2]1[CH:3]=[C:4]([CH:7]=[CH:8][C:9]=1[O:10][CH3:11])[CH2:5][OH:6])[CH:13]=[CH2:12]. The catalyst class is: 10.